Dataset: Catalyst prediction with 721,799 reactions and 888 catalyst types from USPTO. Task: Predict which catalyst facilitates the given reaction. (1) The catalyst class is: 104. Product: [CH2:24]([C:2]1[N:3]=[N+:4]([O-:22])[C:5]2[CH:11]=[C:10]([O:12][CH2:13][CH2:14][NH:15][C:16](=[O:21])[C:17]([F:20])([F:19])[F:18])[CH:9]=[CH:8][C:6]=2[N:7]=1)[CH3:25]. Reactant: Cl[C:2]1[N:3]=[N+:4]([O-:22])[C:5]2[CH:11]=[C:10]([O:12][CH2:13][CH2:14][NH:15][C:16](=[O:21])[C:17]([F:20])([F:19])[F:18])[CH:9]=[CH:8][C:6]=2[N:7]=1.[Sn](CC)(CC)(CC)[CH2:24][CH3:25]. (2) Reactant: Br[C:2]1[CH:7]=[CH:6][C:5]([N+:8]([O-:10])=[O:9])=[CH:4][N:3]=1.[C:11]([O:15][C:16](=[O:25])[N:17]([CH3:24])[CH:18]1[CH2:23][CH2:22][NH:21][CH2:20][CH2:19]1)([CH3:14])([CH3:13])[CH3:12].C(N(CC)CC)C. Product: [C:11]([O:15][C:16](=[O:25])[N:17]([CH3:24])[CH:18]1[CH2:23][CH2:22][N:21]([C:2]2[CH:7]=[CH:6][C:5]([N+:8]([O-:10])=[O:9])=[CH:4][N:3]=2)[CH2:20][CH2:19]1)([CH3:14])([CH3:13])[CH3:12]. The catalyst class is: 9. (3) Reactant: [CH2:1]([N:3]([CH:15]1[CH2:20][CH2:19][O:18][CH2:17][CH2:16]1)[C:4]1[C:5]([CH3:14])=[C:6]([C:10]([O:12]C)=[O:11])[CH:7]=[N:8][CH:9]=1)[CH3:2].[OH-].[Na+].Cl. Product: [CH2:1]([N:3]([CH:15]1[CH2:16][CH2:17][O:18][CH2:19][CH2:20]1)[C:4]1[C:5]([CH3:14])=[C:6]([C:10]([OH:12])=[O:11])[CH:7]=[N:8][CH:9]=1)[CH3:2]. The catalyst class is: 36. (4) Reactant: [Cl:1][C:2]1[C:7]([F:8])=[CH:6][N:5]=[C:4]2[N:9](S(C3C=CC(C)=CC=3)(=O)=O)[C:10]([C:12]3[C:16]4=[N:17][C:18]([O:23][CH3:24])=[C:19]([O:21][CH3:22])[CH:20]=[C:15]4[NH:14][CH:13]=3)=[CH:11][C:3]=12.[OH-].[K+]. Product: [Cl:1][C:2]1[C:7]([F:8])=[CH:6][N:5]=[C:4]2[NH:9][C:10]([C:12]3[C:16]4=[N:17][C:18]([O:23][CH3:24])=[C:19]([O:21][CH3:22])[CH:20]=[C:15]4[NH:14][CH:13]=3)=[CH:11][C:3]=12. The catalyst class is: 5.